This data is from Forward reaction prediction with 1.9M reactions from USPTO patents (1976-2016). The task is: Predict the product of the given reaction. Given the reactants [C:1]([O:5][C:6](=[O:38])[N:7]([CH2:19][C:20]1[CH:25]=[CH:24][C:23]([CH2:26][N:27]2C(=O)C3C(=CC=CC=3)C2=O)=[CH:22][CH:21]=1)[CH2:8][CH2:9][CH2:10][CH2:11][N:12]([CH2:16][CH2:17][CH3:18])[CH2:13][CH2:14][CH3:15])([CH3:4])([CH3:3])[CH3:2].CN.CO, predict the reaction product. The product is: [C:1]([O:5][C:6](=[O:38])[N:7]([CH2:19][C:20]1[CH:21]=[CH:22][C:23]([CH2:26][NH2:27])=[CH:24][CH:25]=1)[CH2:8][CH2:9][CH2:10][CH2:11][N:12]([CH2:13][CH2:14][CH3:15])[CH2:16][CH2:17][CH3:18])([CH3:3])([CH3:4])[CH3:2].